This data is from TCR-epitope binding with 47,182 pairs between 192 epitopes and 23,139 TCRs. The task is: Binary Classification. Given a T-cell receptor sequence (or CDR3 region) and an epitope sequence, predict whether binding occurs between them. (1) The epitope is VLWAHGFEL. The TCR CDR3 sequence is CASSRRTPRRETQYF. Result: 0 (the TCR does not bind to the epitope). (2) The epitope is RPRGEVRFL. The TCR CDR3 sequence is CASSSLDGAEQFF. Result: 0 (the TCR does not bind to the epitope). (3) The epitope is FLNGSCGSV. The TCR CDR3 sequence is CASSLVQGALGDTQYF. Result: 1 (the TCR binds to the epitope). (4) The epitope is YFPLQSYGF. The TCR CDR3 sequence is CASSKAGTGLSIAFF. Result: 0 (the TCR does not bind to the epitope). (5) Result: 1 (the TCR binds to the epitope). The epitope is QECVRGTTVL. The TCR CDR3 sequence is CASSPFGTDSPLHF. (6) The epitope is NEGVKAAW. The TCR CDR3 sequence is CASTRQGAEAQHF. Result: 1 (the TCR binds to the epitope).